Dataset: Peptide-MHC class I binding affinity with 185,985 pairs from IEDB/IMGT. Task: Regression. Given a peptide amino acid sequence and an MHC pseudo amino acid sequence, predict their binding affinity value. This is MHC class I binding data. (1) The peptide sequence is HPASRLFPF. The MHC is HLA-B15:42 with pseudo-sequence HLA-B15:42. The binding affinity (normalized) is 0.213. (2) The peptide sequence is FVHSGFIYF. The MHC is HLA-B18:01 with pseudo-sequence HLA-B18:01. The binding affinity (normalized) is 0.0847. (3) The peptide sequence is RGDKQRGGK. The MHC is HLA-A31:01 with pseudo-sequence HLA-A31:01. The binding affinity (normalized) is 0.244. (4) The peptide sequence is RRYQKSTEL. The MHC is HLA-B27:06 with pseudo-sequence HLA-B27:06. The binding affinity (normalized) is 0.260.